Dataset: Reaction yield outcomes from USPTO patents with 853,638 reactions. Task: Predict the reaction yield, written as a fraction of the theoretical maximum amount of product (1.0 means a 100% yield; for example, 0.34 means a 34% yield). (1) The reactants are N[C:2]1[CH:9]=[C:8]([C:10]([F:13])([F:12])[F:11])[C:7]([O:14][CH2:15][CH3:16])=[CH:6][C:3]=1[C:4]#[N:5].N(OCCC(C)C)=O. The catalyst is C1COCC1.C([O-])(O)=O.[Na+]. The product is [CH2:15]([O:14][C:7]1[CH:6]=[C:3]([CH:2]=[CH:9][C:8]=1[C:10]([F:11])([F:12])[F:13])[C:4]#[N:5])[CH3:16]. The yield is 0.850. (2) The product is [ClH:45].[ClH:45].[O:1]([C:8]1[C:9]([NH:21][C:22]2[S:23][CH:42]=[C:41]([CH:38]3[CH2:39][CH2:40][N:35]([C:32](=[O:34])[CH3:33])[CH2:36][CH2:37]3)[N:24]=2)=[N:10][CH:11]=[C:12]([S:14][C:15]2[CH:20]=[CH:19][CH:18]=[CH:17][N:16]=2)[CH:13]=1)[C:2]1[CH:7]=[CH:6][CH:5]=[CH:4][CH:3]=1. The reactants are [O:1]([C:8]1[C:9]([NH:21][C:22]([NH2:24])=[S:23])=[N:10][CH:11]=[C:12]([S:14][C:15]2[CH:20]=[CH:19][CH:18]=[CH:17][N:16]=2)[CH:13]=1)[C:2]1[CH:7]=[CH:6][CH:5]=[CH:4][CH:3]=1.C(N(CC)CC)C.[C:32]([N:35]1[CH2:40][CH2:39][CH:38]([C:41](=O)[CH2:42]Br)[CH2:37][CH2:36]1)(=[O:34])[CH3:33].[ClH:45]. The yield is 0.762. The catalyst is C(O)C. (3) The reactants are [CH2:1]([O:3][CH2:4][C:5]1[N:6]([CH2:38][C:39]([CH3:52])([O:41][CH2:42][CH2:43][NH:44]C(=O)OC(C)(C)C)[CH3:40])[C:7]2[C:16]3[CH:15]=[CH:14][CH:13]=[CH:12][C:11]=3[N:10]=[C:9]([NH:17]C(C3C=CC=CC=3)(C3C=CC=CC=3)C3C=CC=CC=3)[C:8]=2[N:37]=1)[CH3:2].C(O)(C(F)(F)F)=O.[OH-].[Na+]. The catalyst is ClCCl. The product is [NH2:44][CH2:43][CH2:42][O:41][C:39]([CH3:40])([CH3:52])[CH2:38][N:6]1[C:7]2[C:16]3[CH:15]=[CH:14][CH:13]=[CH:12][C:11]=3[N:10]=[C:9]([NH2:17])[C:8]=2[N:37]=[C:5]1[CH2:4][O:3][CH2:1][CH3:2]. The yield is 0.830. (4) The reactants are [NH2:1][C:2]1[N:7]=[C:6]2[N:8]([CH2:20][CH3:21])[C:9]([C:11]([N:13]([CH:17]3[CH2:19][CH2:18]3)[CH:14]3[CH2:16][CH2:15]3)=[O:12])=[CH:10][C:5]2=[C:4]2[N:22]([CH3:25])[CH:23]=[N:24][C:3]=12.[C:26]([N:34]=[C:35]=[S:36])(=O)[C:27]1C=CC=CC=1.[C:37]([O-])([O-:39])=[O:38].[K+].[K+].BrCC(=O)C(OCC)=O.[OH-].[Na+]. The product is [CH:14]1([N:13]([CH:17]2[CH2:19][CH2:18]2)[C:11]([C:9]2[N:8]([CH2:20][CH3:21])[C:6]3=[N:7][C:2]([NH:1][C:35]4[S:36][CH:27]=[C:26]([C:37]([OH:39])=[O:38])[N:34]=4)=[C:3]4[N:24]=[CH:23][N:22]([CH3:25])[C:4]4=[C:5]3[CH:10]=2)=[O:12])[CH2:16][CH2:15]1. The yield is 0.790. The catalyst is CC(C)=O.ClCCl. (5) The reactants are [N+:1]([C:4]1[CH:14]=[CH:13][CH:12]=[C:6]2[C:7]([O:9][C:10](=[O:11])[C:5]=12)=O)([O-:3])=[O:2].[NH2:15][C:16]1[CH:24]=[CH:23][CH:22]=[CH:21][C:17]=1[C:18]([OH:20])=[O:19]. No catalyst specified. The product is [N+:1]([C:4]1[CH:14]=[CH:13][CH:12]=[C:6]2[C:7]([N:15]([C:16]3[CH:24]=[CH:23][CH:22]=[CH:21][C:17]=3[C:18]([OH:20])=[O:19])[C:10](=[O:11])[C:5]=12)=[O:9])([O-:3])=[O:2]. The yield is 0.210. (6) The reactants are [CH3:1][O:2][C:3]([C:5]1([C:8]2[CH:13]=[CH:12][C:11]([O:14]C)=[C:10]([N+:16]([O-:18])=[O:17])[CH:9]=2)[CH2:7][CH2:6]1)=[O:4].B(Br)(Br)Br.O. The catalyst is C(Cl)Cl. The product is [CH3:1][O:2][C:3]([C:5]1([C:8]2[CH:13]=[CH:12][C:11]([OH:14])=[C:10]([N+:16]([O-:18])=[O:17])[CH:9]=2)[CH2:6][CH2:7]1)=[O:4]. The yield is 0.780. (7) The reactants are [Cl:1][C:2]1[CH:10]=[C:9]2[C:5]([C:6]([C:11]([O:13][CH3:14])=[O:12])=[CH:7][NH:8]2)=[CH:4][C:3]=1B1OCC(C)(C)CO1.Br[C:24]1[CH:39]=[CH:38][C:27]([O:28][CH2:29][CH2:30][CH2:31][N:32]2[CH2:37][CH2:36][NH:35][CH2:34][CH2:33]2)=[CH:26][CH:25]=1.C(=O)([O-])[O-].[K+].[K+].C(OCC)(=O)C. The catalyst is C1(C)C=CC=CC=1.C(O)C.C1C=CC(P(C2C=CC=CC=2)[C-]2C=CC=C2)=CC=1.C1C=CC(P(C2C=CC=CC=2)[C-]2C=CC=C2)=CC=1.Cl[Pd]Cl.[Fe+2]. The product is [Cl:1][C:2]1[CH:10]=[C:9]2[C:5]([C:6]([C:11]([O:13][CH3:14])=[O:12])=[CH:7][NH:8]2)=[CH:4][C:3]=1[C:24]1[CH:39]=[CH:38][C:27]([O:28][CH2:29][CH2:30][CH2:31][N:32]2[CH2:33][CH2:34][NH:35][CH2:36][CH2:37]2)=[CH:26][CH:25]=1. The yield is 0.700.